From a dataset of Full USPTO retrosynthesis dataset with 1.9M reactions from patents (1976-2016). Predict the reactants needed to synthesize the given product. (1) Given the product [CH:8]([C:11]1[S:12][C:13]([C:16]([N:18]2[CH2:23][C:22]3([CH2:24][CH2:25][NH:26][CH2:27][CH2:28]3)[O:21][CH2:20][CH2:19]2)=[O:17])=[CH:14][N:15]=1)([CH3:10])[CH3:9], predict the reactants needed to synthesize it. The reactants are: FC(F)(F)C(O)=O.[CH:8]([C:11]1[S:12][C:13]([C:16]([N:18]2[CH2:23][C:22]3([CH2:28][CH2:27][N:26](C(OC(C)(C)C)=O)[CH2:25][CH2:24]3)[O:21][CH2:20][CH2:19]2)=[O:17])=[CH:14][N:15]=1)([CH3:10])[CH3:9].C1(C)C=CC=CC=1. (2) Given the product [Cl:13][C:14]1[CH:20]=[CH:19][C:18]([C:21]([F:23])([F:24])[F:22])=[CH:17][C:15]=1[NH:16][C:8](=[O:10])[C:7]1[CH:11]=[C:3]([O:2][CH3:1])[CH:4]=[CH:5][C:6]=1[OH:12], predict the reactants needed to synthesize it. The reactants are: [CH3:1][O:2][C:3]1[CH:11]=[C:7]([C:8]([OH:10])=O)[C:6]([OH:12])=[CH:5][CH:4]=1.[Cl:13][C:14]1[CH:20]=[CH:19][C:18]([C:21]([F:24])([F:23])[F:22])=[CH:17][C:15]=1[NH2:16]. (3) The reactants are: [OH-:1].[Na+].O.[CH3:4][N:5]1[CH:9]=[C:8]([C:10]2[CH:11]=[C:12]([CH:43]=[CH:44][CH:45]=2)[CH2:13][C:14]2([CH2:26][N:27]([C@@H:34]3[CH2:36][C@H:35]3[C:37]3[CH:42]=[CH:41][CH:40]=[CH:39][CH:38]=3)[C:28](=[O:33])[C:29]([F:32])([F:31])[F:30])[CH2:19][CH2:18][N:17]([CH2:20][CH2:21][C:22]([O:24]C)=[O:23])[CH2:16][CH2:15]2)[CH:7]=[N:6]1. Given the product [CH3:4][N:5]1[CH:9]=[C:8]([C:10]2[CH:11]=[C:12]([CH:43]=[CH:44][CH:45]=2)[CH2:13][C:14]2([CH2:26][NH:27][C@@H:34]3[CH2:36][C@H:35]3[C:37]3[CH:38]=[CH:39][CH:40]=[CH:41][CH:42]=3)[CH2:15][CH2:16][N:17]([CH2:20][CH2:21][C:22]([OH:24])=[O:23])[CH2:18][CH2:19]2)[CH:7]=[N:6]1.[C:28]([OH:33])([C:29]([F:32])([F:31])[F:30])=[O:1], predict the reactants needed to synthesize it. (4) The reactants are: [CH:1]1([C@:7]([C:15]2[O:16][C:17]([CH2:20]N(C)C)=[CH:18][N:19]=2)([C:9]2[CH:14]=[CH:13][CH:12]=[CH:11][CH:10]=2)[OH:8])[CH2:6][CH2:5][CH2:4][CH2:3][CH2:2]1.N#C[Br:26]. Given the product [Br:26][CH2:20][C:17]1[O:16][C:15]([C@@:7]([CH:1]2[CH2:6][CH2:5][CH2:4][CH2:3][CH2:2]2)([C:9]2[CH:14]=[CH:13][CH:12]=[CH:11][CH:10]=2)[OH:8])=[N:19][CH:18]=1, predict the reactants needed to synthesize it. (5) Given the product [Cl:17][C:18]1[CH:23]=[CH:22][C:21]([O:24][C:2]2[CH:7]=[CH:6][C:5]([N+:8]([O-:10])=[O:9])=[CH:4][CH:3]=2)=[CH:20][C:19]=1[CH2:25][CH3:26], predict the reactants needed to synthesize it. The reactants are: F[C:2]1[CH:7]=[CH:6][C:5]([N+:8]([O-:10])=[O:9])=[CH:4][CH:3]=1.C(=O)([O-])[O-].[K+].[K+].[Cl:17][C:18]1[CH:23]=[CH:22][C:21]([OH:24])=[CH:20][C:19]=1[CH2:25][CH3:26].CCOC(C)=O.